The task is: Predict the reactants needed to synthesize the given product.. This data is from Full USPTO retrosynthesis dataset with 1.9M reactions from patents (1976-2016). Given the product [CH2:10]([N:14]1[CH2:31][CH:30]([CH2:32][F:7])[O:29][C:16]2([CH2:21][CH2:20][N:19]([C:22]([O:24][C:25]([CH3:28])([CH3:27])[CH3:26])=[O:23])[CH2:18][CH2:17]2)[CH2:15]1)[C:11]#[C:12][CH3:13], predict the reactants needed to synthesize it. The reactants are: C(N(S(F)(F)[F:7])CC)C.[CH2:10]([N:14]1[CH2:31][CH:30]([CH2:32]O)[O:29][C:16]2([CH2:21][CH2:20][N:19]([C:22]([O:24][C:25]([CH3:28])([CH3:27])[CH3:26])=[O:23])[CH2:18][CH2:17]2)[CH2:15]1)[C:11]#[C:12][CH3:13].CO.ClCCl.